From a dataset of Forward reaction prediction with 1.9M reactions from USPTO patents (1976-2016). Predict the product of the given reaction. The product is: [N:2]([C:3]1[C:4]([O:27][CH2:28][CH3:29])=[CH:5][CH:6]=[C:7]2[C:12]=1[CH:11]=[N:10][CH:9]=[C:8]2[C:13](=[O:14])[C:15]1[CH:20]=[C:19]([O:21][CH3:22])[C:18]([O:23][CH3:24])=[C:17]([O:25][CH3:26])[CH:16]=1)=[N+:35]=[N-:36]. Given the reactants Cl.[NH2:2][C:3]1[C:4]([O:27][CH2:28][CH3:29])=[CH:5][CH:6]=[C:7]2[C:12]=1[CH:11]=[N:10][CH:9]=[C:8]2[C:13]([C:15]1[CH:20]=[C:19]([O:21][CH3:22])[C:18]([O:23][CH3:24])=[C:17]([O:25][CH3:26])[CH:16]=1)=[O:14].Cl.N([O-])=O.[Na+].[N-:35]=[N+:36]=[N-].[Na+], predict the reaction product.